Dataset: Forward reaction prediction with 1.9M reactions from USPTO patents (1976-2016). Task: Predict the product of the given reaction. (1) Given the reactants C1(C(N(C2C(OC)=NC([C:17]3[C:22]([O:23]C)=[CH:21][C:20]([CH3:25])=[CH:19][C:18]=3[CH3:26])=NC=2C)CCC)=O)CC1.[H-].C([Al+]CC(C)C)C(C)C.Cl.[OH-].[Na+], predict the reaction product. The product is: [CH3:25][C:20]1[CH:21]=[C:22]([OH:23])[CH:17]=[C:18]([CH3:26])[CH:19]=1. (2) Given the reactants [Br:1][C:2]1[CH:9]=[CH:8][C:5]([C:6]#[N:7])=[C:4](F)[CH:3]=1.[NH2:11][CH2:12][CH2:13][OH:14].CC(C)([O-])C.[K+].O1CCCC1.[ClH:26].C(O)(C)C, predict the reaction product. The product is: [ClH:26].[NH2:11][CH2:12][CH2:13][O:14][C:4]1[CH:3]=[C:2]([Br:1])[CH:9]=[CH:8][C:5]=1[C:6]#[N:7].